From a dataset of Forward reaction prediction with 1.9M reactions from USPTO patents (1976-2016). Predict the product of the given reaction. The product is: [OH:1][C:2]1[CH:3]=[CH:4][C:5]([C:8]([O:10][CH3:16])=[O:9])=[N:6][CH:7]=1. Given the reactants [OH:1][C:2]1[CH:3]=[CH:4][C:5]([C:8]([OH:10])=[O:9])=[N:6][CH:7]=1.OS(O)(=O)=O.[CH3:16]O, predict the reaction product.